Dataset: Reaction yield outcomes from USPTO patents with 853,638 reactions. Task: Predict the reaction yield, written as a fraction of the theoretical maximum amount of product (1.0 means a 100% yield; for example, 0.34 means a 34% yield). (1) The reactants are [CH2:1]([O:5][C:6]1[N:14]=[C:13]2[C:9]([NH:10][C:11](=[O:24])[N:12]2[CH2:15][C:16]2[CH:21]=[CH:20][C:19]([CH2:22]Cl)=[CH:18][CH:17]=2)=[C:8]([NH2:25])[N:7]=1)[CH2:2][CH2:3][CH3:4].CN([CH:29]=[O:30])C.[NH2:31][CH:32](O)[CH2:33]C. The catalyst is O. The product is [CH2:1]([O:5][C:6]1[N:14]=[C:13]2[C:9]([NH:10][C:11](=[O:24])[N:12]2[CH2:15][C:16]2[CH:21]=[CH:20][C:19]([CH2:22][NH:31][CH2:32][CH2:33][CH2:29][OH:30])=[CH:18][CH:17]=2)=[C:8]([NH2:25])[N:7]=1)[CH2:2][CH2:3][CH3:4]. The yield is 0.990. (2) The reactants are [CH2:1]([O:3][C:4]([CH:6]1[CH:10]([CH2:11][CH3:12])[CH2:9][CH:8]([CH2:13][S:14]([OH:17])(=[O:16])=O)[CH2:7]1)=[O:5])[CH3:2].C(Cl)(=O)C(Cl)=O.[CH2:24]([NH:26][CH2:27][CH3:28])[CH3:25]. The catalyst is C(Cl)Cl.CN(C=O)C. The product is [CH2:24]([N:26]([CH2:27][CH3:28])[S:14]([CH2:13][CH:8]1[CH2:7][CH:6]([C:4]([O:3][CH2:1][CH3:2])=[O:5])[CH:10]([CH2:11][CH3:12])[CH2:9]1)(=[O:16])=[O:17])[CH3:25]. The yield is 0.300.